From a dataset of Reaction yield outcomes from USPTO patents with 853,638 reactions. Predict the reaction yield, written as a fraction of the theoretical maximum amount of product (1.0 means a 100% yield; for example, 0.34 means a 34% yield). (1) The product is [CH2:1]([O:8][C:9]1[CH:14]=[CH:13][C:12]2[N:15]([CH2:16][C:17]3[CH:27]=[CH:26][C:20]4[N:21]=[C:22]([S:24][CH3:25])[S:23][C:19]=4[CH:18]=3)[CH:29]=[N:28][C:11]=2[CH:10]=1)[C:2]1[CH:3]=[CH:4][CH:5]=[CH:6][CH:7]=1. The yield is 0.620. The reactants are [CH2:1]([O:8][C:9]1[CH:10]=[C:11]([NH2:28])[C:12]([NH:15][CH2:16][C:17]2[CH:27]=[CH:26][C:20]3[N:21]=[C:22]([S:24][CH3:25])[S:23][C:19]=3[CH:18]=2)=[CH:13][CH:14]=1)[C:2]1[CH:7]=[CH:6][CH:5]=[CH:4][CH:3]=1.[CH2:29](OC(OCC)OCC)C. The catalyst is C(O)=O. (2) The reactants are [NH2:1][C:2]1[C:7]([Cl:8])=[C:6]([C:9]([O:11]C)=[O:10])[N:5]=[C:4]([C:13]2[CH:14]=[N:15][C:16]([C:19]([F:22])([F:21])[F:20])=[CH:17][CH:18]=2)[C:3]=1[CH3:23].[OH-].[Na+].Cl. The catalyst is CO. The product is [NH2:1][C:2]1[C:7]([Cl:8])=[C:6]([C:9]([OH:11])=[O:10])[N:5]=[C:4]([C:13]2[CH:14]=[N:15][C:16]([C:19]([F:22])([F:21])[F:20])=[CH:17][CH:18]=2)[C:3]=1[CH3:23]. The yield is 0.760. (3) The reactants are C([O:3][C:4](=[O:21])[CH:5]([N:12]([C:14]1[CH:19]=[CH:18][C:17]([F:20])=[CH:16][CH:15]=1)[CH3:13])[C:6]1[CH:11]=[CH:10][CH:9]=[CH:8][CH:7]=1)C.O.[OH-].[Li+].[ClH:25]. The catalyst is C1COCC1.O. The product is [ClH:25].[F:20][C:17]1[CH:18]=[CH:19][C:14]([N:12]([CH:5]([C:6]2[CH:7]=[CH:8][CH:9]=[CH:10][CH:11]=2)[C:4]([OH:21])=[O:3])[CH3:13])=[CH:15][CH:16]=1. The yield is 0.720. (4) The reactants are [Cl:1][C:2]1[C:7]([C:8]([F:11])([F:10])[F:9])=[CH:6][C:5]([N+:12]([O-])=O)=[CH:4][N:3]=1. The catalyst is C(O)(=O)C.[Fe]. The product is [Cl:1][C:2]1[N:3]=[CH:4][C:5]([NH2:12])=[CH:6][C:7]=1[C:8]([F:11])([F:9])[F:10]. The yield is 0.519. (5) The reactants are [CH2:1]([O:8][C:9]1[C:14](=[O:15])[N:13]([CH3:16])[C:12]([CH:17]=[O:18])=[C:11]([Br:19])[CH:10]=1)[C:2]1[CH:7]=[CH:6][CH:5]=[CH:4][CH:3]=1.[CH2:20]([Mg]Cl)[C:21]1[CH:26]=[CH:25][CH:24]=[CH:23][CH:22]=1. The catalyst is C1COCC1. The product is [CH2:1]([O:8][C:9]1[C:14](=[O:15])[N:13]([CH3:16])[C:12]([CH:17]([OH:18])[CH2:20][C:21]2[CH:26]=[CH:25][CH:24]=[CH:23][CH:22]=2)=[C:11]([Br:19])[CH:10]=1)[C:2]1[CH:3]=[CH:4][CH:5]=[CH:6][CH:7]=1. The yield is 0.710. (6) The yield is 0.990. The reactants are Br[C:2]1[C:3]2[S:9][CH:8]=[C:7]([CH:10]([CH2:20][CH2:21][CH2:22][CH2:23][CH2:24][CH2:25][CH3:26])[CH2:11][CH2:12][CH2:13][CH2:14][CH2:15][CH2:16][CH2:17][CH2:18][CH3:19])[C:4]=2[S:5][CH:6]=1.[Li]CCCC.O. The product is [CH2:20]([CH:10]([C:7]1[C:4]2[S:5][CH:6]=[CH:2][C:3]=2[S:9][CH:8]=1)[CH2:11][CH2:12][CH2:13][CH2:14][CH2:15][CH2:16][CH2:17][CH2:18][CH3:19])[CH2:21][CH2:22][CH2:23][CH2:24][CH2:25][CH3:26]. The catalyst is C(OCC)C.